From a dataset of Forward reaction prediction with 1.9M reactions from USPTO patents (1976-2016). Predict the product of the given reaction. (1) Given the reactants [F:1][C:2]1([F:21])[CH2:6][CH2:5][N:4]([CH2:7][CH2:8][O:9][C:10]2[CH:15]=[CH:14][C:13]([N+:16]([O-])=O)=[CH:12][C:11]=2[O:19][CH3:20])[CH2:3]1, predict the reaction product. The product is: [F:21][C:2]1([F:1])[CH2:6][CH2:5][N:4]([CH2:7][CH2:8][O:9][C:10]2[CH:15]=[CH:14][C:13]([NH2:16])=[CH:12][C:11]=2[O:19][CH3:20])[CH2:3]1. (2) The product is: [OH:2][CH2:3][C:4]1[CH:9]=[CH:8][C:7]([CH3:10])=[C:6]([C:11]2[CH2:12][C:13]3[CH:18]=[N:17][C:16]([S:19][CH3:20])=[N:15][C:14]=3[N:21]([CH3:24])[C:22]=2[OH:23])[CH:5]=1. Given the reactants C[O:2][C:3](=O)[C:4]1[CH:9]=[CH:8][C:7]([CH3:10])=[C:6]([C:11]2[C:22](=[O:23])[N:21]([CH3:24])[C:14]3[N:15]=[C:16]([S:19][CH3:20])[N:17]=[CH:18][C:13]=3[CH:12]=2)[CH:5]=1.[H-].[H-].[H-].[H-].[Li+].[Al+3], predict the reaction product. (3) Given the reactants C(N(CC)CC)C.Cl.Cl.[NH2:10][C@H:11]1[CH:16]2[CH2:17][CH2:18][N:13]([CH2:14][CH2:15]2)[CH2:12]1.[CH3:19][O:20][C:21]1[CH:29]=[CH:28][CH:27]=[CH:26][C:22]=1[C:23](O)=[O:24].[I-].ClC1C=CC=C[N+]=1C, predict the reaction product. The product is: [CH3:19][O:20][C:21]1[CH:29]=[CH:28][CH:27]=[CH:26][C:22]=1[C:23]([NH:10][C@H:11]1[CH:16]2[CH2:17][CH2:18][N:13]([CH2:14][CH2:15]2)[CH2:12]1)=[O:24]. (4) Given the reactants [F:1][C:2]1[CH:7]=[CH:6][C:5]([N:8]2[C@H:11]([C:12]3[CH:17]=[CH:16][C:15]([OH:18])=[CH:14][CH:13]=3)[C@@H:10]([CH2:19][CH2:20][C:21](=[O:29])[C:22]3[CH:27]=[CH:26][C:25]([F:28])=[CH:24][CH:23]=3)[C:9]2=[O:30])=[CH:4][CH:3]=1.Br[CH2:32][C:33]([O:35][C:36]([CH3:39])([CH3:38])[CH3:37])=[O:34].C([O-])([O-])=O.[Cs+].[Cs+], predict the reaction product. The product is: [F:1][C:2]1[CH:3]=[CH:4][C:5]([N:8]2[C@H:11]([C:12]3[CH:13]=[CH:14][C:15]([O:18][CH2:32][C:33]([O:35][C:36]([CH3:39])([CH3:38])[CH3:37])=[O:34])=[CH:16][CH:17]=3)[C@@H:10]([CH2:19][CH2:20][C:21](=[O:29])[C:22]3[CH:27]=[CH:26][C:25]([F:28])=[CH:24][CH:23]=3)[C:9]2=[O:30])=[CH:6][CH:7]=1. (5) Given the reactants [Cl:1][C:2]1[N:3]=[N:4][C:5]([Cl:9])=[CH:6][C:7]=1Cl.C(=O)([O-])[O-].[K+].[K+].[C:16]([N:23]1[CH2:28][CH2:27][NH:26][CH2:25][CH2:24]1)([O:18][C:19]([CH3:22])([CH3:21])[CH3:20])=[O:17], predict the reaction product. The product is: [Cl:1][C:2]1[N:3]=[N:4][C:5]([Cl:9])=[CH:6][C:7]=1[N:26]1[CH2:25][CH2:24][N:23]([C:16]([O:18][C:19]([CH3:22])([CH3:21])[CH3:20])=[O:17])[CH2:28][CH2:27]1. (6) Given the reactants [C:1]([NH:5][S:6]([C:9]1[CH:14]=[C:13]([N+:15]([O-])=O)[CH:12]=[C:11]([F:18])[CH:10]=1)(=[O:8])=[O:7])([CH3:4])([CH3:3])[CH3:2].[NH4+].[Cl-], predict the reaction product. The product is: [NH2:15][C:13]1[CH:14]=[C:9]([S:6]([NH:5][C:1]([CH3:4])([CH3:3])[CH3:2])(=[O:7])=[O:8])[CH:10]=[C:11]([F:18])[CH:12]=1. (7) Given the reactants [CH3:1][S:2][C:3]1[C:4]2[S:11][CH:10]=[C:9]([C:12]([OH:14])=O)[C:5]=2[N:6]=[CH:7][N:8]=1.CN(C(ON1N=N[C:25]2[CH:26]=[CH:27][CH:28]=[N:29][C:24]1=2)=[N+](C)C)C.F[P-](F)(F)(F)(F)F.[CH3:39][CH2:40]N(C(C)C)C(C)C.[C:48]([O:51][CH2:52][CH3:53])(=[O:50])C, predict the reaction product. The product is: [CH3:39][C:40]1[CH:24]=[CH:25][C:26]([C:48]([O:51][CH2:52][CH3:53])=[O:50])=[CH:27][C:28]=1[NH:29][C:12]([C:9]1[C:5]2[N:6]=[CH:7][N:8]=[C:3]([S:2][CH3:1])[C:4]=2[S:11][CH:10]=1)=[O:14]. (8) The product is: [CH2:25]([NH:32][CH:17]1[CH2:18][CH2:19][N:15]([S:12]([C:9]2[CH:10]=[CH:11][C:6]([O:5][CH2:1][CH2:2][CH2:3][CH3:4])=[CH:7][CH:8]=2)(=[O:14])=[O:13])[CH2:16]1)[C:26]1[CH:31]=[CH:30][CH:29]=[CH:28][CH:27]=1. Given the reactants [CH2:1]([O:5][C:6]1[CH:11]=[CH:10][C:9]([S:12]([N:15]2[CH2:19][CH2:18][CH:17](OS(C)(=O)=O)[CH2:16]2)(=[O:14])=[O:13])=[CH:8][CH:7]=1)[CH2:2][CH2:3][CH3:4].[CH2:25]([NH2:32])[C:26]1[CH:31]=[CH:30][CH:29]=[CH:28][CH:27]=1, predict the reaction product. (9) Given the reactants C([O:3][C:4]([CH:6]1[CH2:11][C:10]([F:13])([F:12])[CH2:9][N:8]([C:14](=[O:22])[C:15]2[CH:20]=[CH:19][C:18]([F:21])=[CH:17][CH:16]=2)[CH2:7]1)=[O:5])C.[OH-].[Na+], predict the reaction product. The product is: [F:13][C:10]1([F:12])[CH2:9][N:8]([C:14](=[O:22])[C:15]2[CH:16]=[CH:17][C:18]([F:21])=[CH:19][CH:20]=2)[CH2:7][CH:6]([C:4]([OH:5])=[O:3])[CH2:11]1. (10) Given the reactants [C:1]1([CH2:7][N:8]2[CH2:14][CH2:13][C:12]3=[CH:15][NH:16][N:17]=[C:11]3[CH2:10][CH2:9]2)[CH:6]=[CH:5][CH:4]=[CH:3][CH:2]=1.[Br:18][C:19]1[N:24]=[CH:23][C:22](B(O)O)=[CH:21][CH:20]=1.N1C=CC=CC=1, predict the reaction product. The product is: [Br:18][C:19]1[N:24]=[CH:23][C:22]([N:16]2[CH:15]=[C:12]3[C:11]([CH2:10][CH2:9][N:8]([CH2:7][C:1]4[CH:6]=[CH:5][CH:4]=[CH:3][CH:2]=4)[CH2:14][CH2:13]3)=[N:17]2)=[CH:21][CH:20]=1.